Dataset: Forward reaction prediction with 1.9M reactions from USPTO patents (1976-2016). Task: Predict the product of the given reaction. (1) Given the reactants [C:1]([NH:5][C:6]([C:8]1([C:11]2[CH:16]=[CH:15][CH:14]=[C:13]([O:17][C:18]3[CH:23]=[CH:22][C:21]([N+:24]([O-])=O)=[CH:20][C:19]=3[Cl:27])[CH:12]=2)[CH2:10][CH2:9]1)=[O:7])([CH3:4])([CH3:3])[CH3:2], predict the reaction product. The product is: [NH2:24][C:21]1[CH:22]=[CH:23][C:18]([O:17][C:13]2[CH:12]=[C:11]([C:8]3([C:6]([NH:5][C:1]([CH3:3])([CH3:4])[CH3:2])=[O:7])[CH2:10][CH2:9]3)[CH:16]=[CH:15][CH:14]=2)=[C:19]([Cl:27])[CH:20]=1. (2) Given the reactants [Cl:1][C:2]1[C:3]([C:9]([NH:11][C:12]2[CH:20]=[C:19]([C:21]3[CH:29]=[CH:28][CH:27]=[C:26]4[C:22]=3[CH:23]=[CH:24][NH:25]4)[CH:18]=[C:17]3[C:13]=2[CH:14]=[N:15][NH:16]3)=[O:10])=[N:4][C:5](Cl)=[CH:6][CH:7]=1.[NH:30]1[CH2:35][CH2:34][CH2:33][CH2:32][CH2:31]1.CCN(C(C)C)C(C)C, predict the reaction product. The product is: [Cl:1][C:2]1[C:3]([C:9]([NH:11][C:12]2[CH:20]=[C:19]([C:21]3[CH:29]=[CH:28][CH:27]=[C:26]4[C:22]=3[CH:23]=[CH:24][NH:25]4)[CH:18]=[C:17]3[C:13]=2[CH:14]=[N:15][NH:16]3)=[O:10])=[N:4][C:5]([N:30]2[CH2:35][CH2:34][CH2:33][CH2:32][CH2:31]2)=[CH:6][CH:7]=1. (3) Given the reactants [F:1][C:2]([F:23])([F:22])[C:3]1[CH:4]=[C:5]([NH:9][C:10]2[O:14][C:13]([C:15]3[CH:20]=[CH:19][C:18]([OH:21])=[CH:17][CH:16]=3)=[N:12][N:11]=2)[CH:6]=[CH:7][CH:8]=1.C[Si]([N-][Si](C)(C)C)(C)C.[K+].Cl[C:35]1[N:40]=[C:39]([NH2:41])[N:38]=[C:37]([NH2:42])[CH:36]=1.C([O-])([O-])=O.[K+].[K+], predict the reaction product. The product is: [F:23][C:2]([F:22])([F:1])[C:3]1[CH:4]=[C:5]([NH:9][C:10]2[O:14][C:13]([C:15]3[CH:20]=[CH:19][C:18]([O:21][C:35]4[N:40]=[C:39]([NH2:41])[N:38]=[C:37]([NH2:42])[CH:36]=4)=[CH:17][CH:16]=3)=[N:12][N:11]=2)[CH:6]=[CH:7][CH:8]=1. (4) The product is: [CH2:1]([O:8][N:9]1[C:15](=[O:16])[N:14]2[CH2:17][C@H:10]1[CH2:11][CH2:12][C@H:13]2[C:18]([NH:21][O:22][CH2:23][C:24]1[N:28]([CH3:29])[CH:27]=[N:26][CH:25]=1)=[O:20])[C:2]1[CH:3]=[CH:4][CH:5]=[CH:6][CH:7]=1. Given the reactants [CH2:1]([O:8][N:9]1[C:15](=[O:16])[N:14]2[CH2:17][C@H:10]1[CH2:11][CH2:12][C@H:13]2[C:18]([OH:20])=O)[C:2]1[CH:7]=[CH:6][CH:5]=[CH:4][CH:3]=1.[NH2:21][O:22][CH2:23][C:24]1[N:28]([CH3:29])[CH:27]=[N:26][CH:25]=1.ON1C2C=CC=CC=2N=N1.Cl.C(N=C=NCCCN(C)C)C, predict the reaction product. (5) Given the reactants C(OC([N:8]1[CH2:13][CH2:12][CH:11]([C:14]([OH:16])=O)[CH2:10][CH2:9]1)=O)(C)(C)C.[NH2:17][C:18]1[CH:23]=[CH:22][C:21]([N:24]2[CH2:28][CH2:27][CH:26]([N:29]([CH3:31])[CH3:30])[CH2:25]2)=[CH:20][CH:19]=1, predict the reaction product. The product is: [CH3:30][N:29]([CH3:31])[CH:26]1[CH2:27][CH2:28][N:24]([C:21]2[CH:22]=[CH:23][C:18]([NH:17][C:14]([CH:11]3[CH2:10][CH2:9][NH:8][CH2:13][CH2:12]3)=[O:16])=[CH:19][CH:20]=2)[CH2:25]1. (6) Given the reactants [C:1]([Si:5]([CH3:11])([CH3:10])[O:6][CH2:7][C:8]#[CH:9])([CH3:4])([CH3:3])[CH3:2].[Li]CCCC.[S:17]1[C:21]2[CH:22]=[CH:23][CH:24]=[CH:25][C:20]=2[CH:19]=[C:18]1[C:26]1([C:35]([F:38])([F:37])[F:36])[NH:30][C@@H:29]([CH2:31][CH:32]([CH3:34])[CH3:33])[CH2:28][O:27]1.[NH4+].[Cl-], predict the reaction product. The product is: [S:17]1[C:21]2[CH:22]=[CH:23][CH:24]=[CH:25][C:20]=2[CH:19]=[C:18]1[C@:26]([NH:30][C@@H:29]([CH2:31][CH:32]([CH3:34])[CH3:33])[CH2:28][OH:27])([C:35]([F:37])([F:38])[F:36])[C:9]#[C:8][CH2:7][O:6][Si:5]([C:1]([CH3:3])([CH3:4])[CH3:2])([CH3:10])[CH3:11]. (7) Given the reactants [BH4-].[Na+].[Cl:3][C:4]1[CH:12]=[C:11]2[C:7](/[C:8](=[CH:14]/[C:15]3[CH:20]=[CH:19][C:18]([Cl:21])=[CH:17][CH:16]=3)/[C:9](=[O:13])[NH:10]2)=[CH:6][CH:5]=1.O, predict the reaction product. The product is: [Cl:3][C:4]1[CH:12]=[C:11]2[C:7]([CH:8]([CH2:14][C:15]3[CH:16]=[CH:17][C:18]([Cl:21])=[CH:19][CH:20]=3)[C:9](=[O:13])[NH:10]2)=[CH:6][CH:5]=1. (8) Given the reactants [NH2:1][CH2:2][CH2:3][CH2:4][CH2:5][C:6]([CH3:44])([CH3:43])[CH2:7][N:8]([S:32]([C:35]1[CH:40]=[CH:39][CH:38]=[C:37]([NH:41][CH3:42])[CH:36]=1)(=[O:34])=[O:33])[CH2:9][C@@H:10]([OH:31])[C@@H:11]([NH:19][C:20](=[O:30])[O:21][C@@H:22]1[C@H:29]2[C@H:25]([O:26][CH2:27][CH2:28]2)[O:24][CH2:23]1)[CH2:12][C:13]1[CH:18]=[CH:17][CH:16]=[CH:15][CH:14]=1.C(N(CC)C(C)C)(C)C.Cl[C:55]([O:57][CH3:58])=[O:56], predict the reaction product. The product is: [CH2:12]([C@H:11]([NH:19][C:20](=[O:30])[O:21][C@@H:22]1[C@H:29]2[C@H:25]([O:26][CH2:27][CH2:28]2)[O:24][CH2:23]1)[C@H:10]([OH:31])[CH2:9][N:8]([CH2:7][C:6]([CH3:44])([CH3:43])[CH2:5][CH2:4][CH2:3][CH2:2][NH:1][C:55]([O:57][CH3:58])=[O:56])[S:32]([C:35]1[CH:40]=[CH:39][CH:38]=[C:37]([NH:41][CH3:42])[CH:36]=1)(=[O:34])=[O:33])[C:13]1[CH:14]=[CH:15][CH:16]=[CH:17][CH:18]=1.